Dataset: Reaction yield outcomes from USPTO patents with 853,638 reactions. Task: Predict the reaction yield, written as a fraction of the theoretical maximum amount of product (1.0 means a 100% yield; for example, 0.34 means a 34% yield). (1) The reactants are [CH3:1][O:2][C:3]1[CH:4]=[C:5]2[C:10](=[CH:11][CH:12]=1)[C:9](O)=[N:8][C:7]([N:14]1[CH2:19][CH2:18][O:17][CH2:16][CH2:15]1)=[CH:6]2.O=P(Cl)(Cl)[Cl:22]. No catalyst specified. The product is [Cl:22][C:9]1[C:10]2[C:5](=[CH:4][C:3]([O:2][CH3:1])=[CH:12][CH:11]=2)[CH:6]=[C:7]([N:14]2[CH2:19][CH2:18][O:17][CH2:16][CH2:15]2)[N:8]=1. The yield is 0.950. (2) The reactants are [C:1]([C:3]1[CH:8]=[CH:7][CH:6]=[CH:5][C:4]=1[C:9]1[CH:14]=[CH:13][C:12]([CH2:15][C:16]2[C:17](=[O:41])[N:18]([C@H:28]3[CH2:33][CH2:32][C@H:31]([O:34][CH2:35][C:36]([O:38]CC)=[O:37])[CH2:30][CH2:29]3)[C:19]3[N:20]([N:25]=[CH:26][N:27]=3)[C:21]=2[CH2:22][CH2:23][CH3:24])=[CH:11][CH:10]=1)#[N:2].[OH-].[Na+].CO.Cl. The catalyst is O.O1CCCC1. The product is [C:1]([C:3]1[CH:8]=[CH:7][CH:6]=[CH:5][C:4]=1[C:9]1[CH:14]=[CH:13][C:12]([CH2:15][C:16]2[C:17](=[O:41])[N:18]([C@H:28]3[CH2:33][CH2:32][C@H:31]([O:34][CH2:35][C:36]([OH:38])=[O:37])[CH2:30][CH2:29]3)[C:19]3[N:20]([N:25]=[CH:26][N:27]=3)[C:21]=2[CH2:22][CH2:23][CH3:24])=[CH:11][CH:10]=1)#[N:2]. The yield is 0.900. (3) The reactants are [F:1][C:2]1[C:11]([CH3:12])=[C:10]2[C:5]([C:6](=[O:22])[C:7]([C:17]([O:19][CH2:20][CH3:21])=[O:18])=[CH:8][N:9]2[C@@H:13]2[CH2:15][C@@H:14]2[F:16])=[C:4]([N+:23]([O-])=O)[CH:3]=1.CCCCCC. The yield is 0.380. The catalyst is C(#N)C.[C].[Pd].C(OCC)(=O)C. The product is [NH2:23][C:4]1[CH:3]=[C:2]([F:1])[C:11]([CH3:12])=[C:10]2[C:5]=1[C:6](=[O:22])[C:7]([C:17]([O:19][CH2:20][CH3:21])=[O:18])=[CH:8][N:9]2[C@@H:13]1[CH2:15][C@@H:14]1[F:16]. (4) The reactants are [N+:1]([C:4]1[CH:5]=[C:6]([C:14]2[CH:19]=[CH:18][CH:17]=[CH:16][CH:15]=2)[CH:7]=[CH:8][C:9]=1[CH2:10][C:11](O)=[O:12])([O-])=O. The catalyst is C(O)(=O)C.[Fe]. The product is [C:14]1([C:6]2[CH:5]=[C:4]3[C:9]([CH2:10][C:11](=[O:12])[NH:1]3)=[CH:8][CH:7]=2)[CH:19]=[CH:18][CH:17]=[CH:16][CH:15]=1. The yield is 0.930. (5) The reactants are [CH3:1][OH:2].[NH2:3][C:4]1[C:11]([F:12])=[CH:10][C:7]([C:8]#[N:9])=[C:6](F)[CH:5]=1. The catalyst is O1CCCC1. The product is [NH2:3][C:4]1[C:11]([F:12])=[CH:10][C:7]([C:8]#[N:9])=[C:6]([O:2][CH3:1])[CH:5]=1. The yield is 0.970.